Dataset: Full USPTO retrosynthesis dataset with 1.9M reactions from patents (1976-2016). Task: Predict the reactants needed to synthesize the given product. (1) Given the product [F:5][C:6]1[CH:7]=[CH:8][C:9]([CH2:10][N:11]([CH2:12][CH2:13][CH2:14][CH2:15][NH:16][C:17](=[O:23])[O:18][C:19]([CH3:21])([CH3:20])[CH3:22])[C:1](=[O:3])[CH2:2][CH:27]([CH3:28])[CH3:35])=[CH:24][CH:25]=1, predict the reactants needed to synthesize it. The reactants are: [C:1](Cl)(=[O:3])[CH3:2].[F:5][C:6]1[CH:25]=[CH:24][C:9]([CH2:10][NH:11][CH2:12][CH2:13][CH2:14][CH2:15][NH:16][C:17](=[O:23])[O:18][C:19]([CH3:22])([CH3:21])[CH3:20])=[CH:8][CH:7]=1.N[C:27]1[CH:28]=C2C(=C[CH:35]=1)CN(C(NC1C=CC(C(=O)NCCC)=CC=1)=O)C2. (2) Given the product [ClH:1].[ClH:1].[F:2][C:3]1[CH:4]=[CH:5][C:6]2[N:15]=[C:14]([N:16]3[CH2:24][CH2:25][N:20]([CH3:19])[C@@H:21]([CH2:26][CH2:27][S:28][CH3:29])[CH2:22]3)[C:13]3[CH:12]=[C:11]([CH3:17])[S:10][C:9]=3[NH:8][C:7]=2[CH:18]=1, predict the reactants needed to synthesize it. The reactants are: [ClH:1].[F:2][C:3]1[CH:4]=[CH:5][C:6]2[N:15]=[C:14]([NH2:16])[C:13]3[CH:12]=[C:11]([CH3:17])[S:10][C:9]=3[NH:8][C:7]=2[CH:18]=1.[CH3:19][N:20]1[CH2:25][CH2:24]N[CH2:22][C@@H:21]1[CH2:26][CH2:27][S:28][CH3:29].C(N(C(C)C)CC)(C)C. (3) Given the product [CH2:36]([O:35][C:32]1[CH:33]=[CH:34][C:29]([CH:26]2[CH2:27][CH2:28][CH:23]([CH2:22][O:10][C:7]3[CH:8]=[CH:9][C:4]([O:3][CH2:1][CH3:2])=[C:5]([F:12])[C:6]=3[F:11])[CH2:24][CH2:25]2)=[C:30]([F:39])[C:31]=1[F:38])[CH3:37], predict the reactants needed to synthesize it. The reactants are: [CH2:1]([O:3][C:4]1[CH:9]=[CH:8][C:7]([OH:10])=[C:6]([F:11])[C:5]=1[F:12])[CH3:2].P([O-])([O-])([O-])=O.[K+].[K+].[K+].Cl[CH2:22][CH:23]1[CH2:28][CH2:27][CH:26]([C:29]2[CH:34]=[CH:33][C:32]([O:35][CH2:36][CH3:37])=[C:31]([F:38])[C:30]=2[F:39])[CH2:25][CH2:24]1.